The task is: Predict the product of the given reaction.. This data is from Forward reaction prediction with 1.9M reactions from USPTO patents (1976-2016). (1) Given the reactants Cl[C:2]1[N:10]=[C:9]2[C:5]([N:6]=[CH:7][N:8]2[C@@H:11]2[CH2:15][C@H:14]([N:16]3[N:20]=[N:19][C:18]([CH2:21][CH3:22])=[N:17]3)[C@@H:13]([OH:23])[C@H:12]2[OH:24])=[C:4]([NH:25][CH2:26][CH:27]([C:34]2[CH:39]=[CH:38][CH:37]=[CH:36][CH:35]=2)[C:28]2[CH:33]=[CH:32][CH:31]=[CH:30][CH:29]=2)[N:3]=1.[F:40][C:41]([F:46])([F:45])[C:42]([OH:44])=[O:43].C1(C(C2C=CC=CC=2)CNC2N=C(NCCN3CCCCC3)N=C3C=2N=CN3[C@@H]2C[C@H](N3C=C(CO)C=N3)[C@@H](O)[C@H]2O)C=CC=CC=1.[C:94]([NH:101][C@@H:102]1[CH2:106][CH2:105][NH:104][CH2:103]1)([O:96][C:97]([CH3:100])([CH3:99])[CH3:98])=[O:95], predict the reaction product. The product is: [F:40][C:41]([F:46])([F:45])[C:42]([OH:44])=[O:43].[C:97]([O:96][C:94](=[O:95])[NH:101][C@@H:102]1[CH2:106][CH2:105][N:104]([C:2]2[N:10]=[C:9]3[C:5]([N:6]=[CH:7][N:8]3[C@@H:11]3[CH2:15][C@H:14]([N:16]4[N:20]=[N:19][C:18]([CH2:21][CH3:22])=[N:17]4)[C@@H:13]([OH:23])[C@H:12]3[OH:24])=[C:4]([NH:25][CH2:26][CH:27]([C:28]3[CH:33]=[CH:32][CH:31]=[CH:30][CH:29]=3)[C:34]3[CH:39]=[CH:38][CH:37]=[CH:36][CH:35]=3)[N:3]=2)[CH2:103]1)([CH3:100])([CH3:98])[CH3:99]. (2) Given the reactants NC1SC(C2C(F)=CC=CC=2F)=NC=1C(NC1C=NN(C)C=1N1CCCN(C2CNC2)CC1)=O.[CH3:35][N:36]1[C:40]([N:41]2[CH2:47][CH2:46][CH2:45][NH:44][CH2:43][CH2:42]2)=[C:39]([N+:48]([O-:50])=[O:49])[CH:38]=[N:37]1.[C:51]([O:55][C:56]([NH:58][CH2:59][C:60](O)=[O:61])=[O:57])([CH3:54])([CH3:53])[CH3:52].C1CN([P+](ON2N=NC3C=CC=CC2=3)(N2CCCC2)N2CCCC2)CC1.F[P-](F)(F)(F)(F)F.CCN(C(C)C)C(C)C, predict the reaction product. The product is: [CH3:35][N:36]1[C:40]([N:41]2[CH2:47][CH2:46][CH2:45][N:44]([C:60](=[O:61])[CH2:59][NH:58][C:56](=[O:57])[O:55][C:51]([CH3:52])([CH3:53])[CH3:54])[CH2:43][CH2:42]2)=[C:39]([N+:48]([O-:50])=[O:49])[CH:38]=[N:37]1. (3) Given the reactants CN(C)[C:3]1[CH:10]=[CH:9][C:6]([CH:7]=O)=[CH:5][CH:4]=1.NC(N)=O.Cl.[C:17]1(=O)[CH:22]=[CH:21][C:20](=O)[CH:19]=[CH:18]1, predict the reaction product. The product is: [C:6]1([CH:7]([C:3]2[CH:10]=[CH:9][CH:6]=[CH:5][CH:4]=2)[C:17]2[CH:22]=[CH:21][CH:20]=[CH:19][CH:18]=2)[CH:9]=[CH:10][CH:3]=[CH:4][CH:5]=1. (4) Given the reactants [OH:1][C:2]1[CH:10]=[CH:9][C:5]([C:6]([OH:8])=[O:7])=[CH:4][N:3]=1.S(=O)(=O)(O)O.O.[C:17](=O)(O)[O-].[Na+], predict the reaction product. The product is: [OH:1][C:2]1[CH:10]=[CH:9][C:5]([C:6]([O:8][CH3:17])=[O:7])=[CH:4][N:3]=1.